This data is from Reaction yield outcomes from USPTO patents with 853,638 reactions. The task is: Predict the reaction yield, written as a fraction of the theoretical maximum amount of product (1.0 means a 100% yield; for example, 0.34 means a 34% yield). (1) The reactants are [ClH:1].C([N:9]1[CH2:32][CH:31]([CH2:33][CH2:34][OH:35])[O:30][C:11]2([CH2:16][CH2:15][N:14]([C:17]([C:19]3[CH:24]=[CH:23][C:22]([O:25][CH:26]([CH3:28])[CH3:27])=[C:21]([CH3:29])[CH:20]=3)=[O:18])[CH2:13][CH2:12]2)[CH2:10]1)C1C=CC=CC=1.C([O-])=O.[NH4+]. The catalyst is CO.[Pd]. The product is [ClH:1].[OH:35][CH2:34][CH2:33][CH:31]1[O:30][C:11]2([CH2:16][CH2:15][N:14]([C:17]([C:19]3[CH:24]=[CH:23][C:22]([O:25][CH:26]([CH3:28])[CH3:27])=[C:21]([CH3:29])[CH:20]=3)=[O:18])[CH2:13][CH2:12]2)[CH2:10][NH:9][CH2:32]1. The yield is 0.620. (2) The reactants are [F:1][C:2]1[CH:7]=[C:6]([F:8])[CH:5]=[CH:4][C:3]=1[C:9]1[N:10]=[C:11]2[CH2:24][CH2:23][CH2:22][N:12]2[C:13]=1[C:14]1[N:15]=[N:16][C:17]([NH:20][NH2:21])=[CH:18][CH:19]=1.[N:25]([CH2:28][CH3:29])=[C:26]=S. The catalyst is CN(C1C=CN=CC=1)C.CCO. The product is [F:1][C:2]1[CH:7]=[C:6]([F:8])[CH:5]=[CH:4][C:3]=1[C:9]1[N:10]=[C:11]2[CH2:24][CH2:23][CH2:22][N:12]2[C:13]=1[C:14]1[CH:19]=[CH:18][C:17]2[N:16]([C:26]([NH:25][CH2:28][CH3:29])=[N:21][N:20]=2)[N:15]=1. The yield is 0.170. (3) The reactants are [O:1]1[CH:5]=[CH:4][CH:3]=[C:2]1[C:6]1[O:7][C:8]([CH3:31])=[C:9]([CH2:11][O:12][C:13]2[CH:28]=[CH:27][C:16]([CH2:17][O:18][C:19]3[C:23]([CH:24]=O)=[CH:22][N:21]([CH3:26])[N:20]=3)=[CH:15][C:14]=2[O:29][CH3:30])[N:10]=1.C(OP([CH2:40][C:41]([O:43][CH2:44][CH3:45])=[O:42])(OCC)=O)C.CN(C)C=O.[H-].[Na+]. The catalyst is O. The product is [O:1]1[CH:5]=[CH:4][CH:3]=[C:2]1[C:6]1[O:7][C:8]([CH3:31])=[C:9]([CH2:11][O:12][C:13]2[CH:28]=[CH:27][C:16]([CH2:17][O:18][C:19]3[C:23](/[CH:24]=[CH:40]/[C:41]([O:43][CH2:44][CH3:45])=[O:42])=[CH:22][N:21]([CH3:26])[N:20]=3)=[CH:15][C:14]=2[O:29][CH3:30])[N:10]=1. The yield is 0.920. (4) The reactants are [Cl:1][C:2]1[C:3]([O:30][C@H:31]2[CH2:36][CH2:35][C@H:34]([OH:37])[CH2:33][C@@H:32]2[C:38]2[N:42]([CH3:43])[N:41]=[CH:40][CH:39]=2)=[CH:4][C:5]([F:29])=[C:6]([S:8]([N:11](CC2C=CC(OC)=CC=2OC)[C:12]2[CH:17]=[CH:16][N:15]=[CH:14][N:13]=2)(=[O:10])=[O:9])[CH:7]=1.C([SiH](CC)CC)C.FC(F)(F)C(O)=O. The catalyst is ClCCl. The product is [Cl:1][C:2]1[C:3]([O:30][C@H:31]2[CH2:36][CH2:35][C@H:34]([OH:37])[CH2:33][C@@H:32]2[C:38]2[N:42]([CH3:43])[N:41]=[CH:40][CH:39]=2)=[CH:4][C:5]([F:29])=[C:6]([S:8]([NH:11][C:12]2[CH:17]=[CH:16][N:15]=[CH:14][N:13]=2)(=[O:10])=[O:9])[CH:7]=1. The yield is 0.830. (5) The reactants are [N:1]1[C:10]2[C:5](=[CH:6][CH:7]=[CH:8][C:9]=2[O:11][C@H:12]([CH3:17])[C:13]([O:15]C)=O)[CH:4]=[CH:3][CH:2]=1.[NH2:18][CH2:19][C@@H:20]([OH:31])[CH2:21][N:22]1[CH2:30][C:29]2[C:24](=[CH:25][CH:26]=[CH:27][CH:28]=2)[CH2:23]1. The catalyst is CCO. The product is [OH:31][C@@H:20]([CH2:21][N:22]1[CH2:23][C:24]2[C:29](=[CH:28][CH:27]=[CH:26][CH:25]=2)[CH2:30]1)[CH2:19][NH:18][C:13](=[O:15])[C@H:12]([O:11][C:9]1[CH:8]=[CH:7][CH:6]=[C:5]2[C:10]=1[N:1]=[CH:2][CH:3]=[CH:4]2)[CH3:17]. The yield is 0.110. (6) The reactants are [CH2:1]([O:3][C:4]1[CH:11]=[C:10]([C:12]([F:15])([F:14])[F:13])[CH:9]=[CH:8][C:5]=1[C:6]#[N:7])[CH3:2].[ClH:16].[CH2:17]([OH:19])[CH3:18]. No catalyst specified. The product is [ClH:16].[CH2:1]([O:3][C:4]1[CH:11]=[C:10]([C:12]([F:13])([F:14])[F:15])[CH:9]=[CH:8][C:5]=1[C:6](=[NH:7])[O:19][CH2:17][CH3:18])[CH3:2]. The yield is 0.670. (7) The reactants are [OH:1][C:2]1[CH:10]=[CH:9][CH:8]=[C:7]([CH3:11])[C:3]=1[C:4]([OH:6])=O.C[Li].[CH3:14]COCC. The catalyst is C1COCC1. The product is [OH:1][C:2]1[CH:10]=[CH:9][CH:8]=[C:7]([CH3:11])[C:3]=1[C:4](=[O:6])[CH3:14]. The yield is 0.670. (8) The reactants are Cl[C:2]1[C:7]2[N:8]=[CH:9][N:10]([CH3:11])[C:6]=2[CH:5]=[C:4]([Cl:12])[N:3]=1.[CH3:13][O:14][C:15]1[CH:22]=[C:21]([O:23][CH3:24])[CH:20]=[CH:19][C:16]=1[CH2:17][NH2:18]. The catalyst is O. The product is [Cl:12][C:4]1[N:3]=[C:2]([NH:18][CH2:17][C:16]2[CH:19]=[CH:20][C:21]([O:23][CH3:24])=[CH:22][C:15]=2[O:14][CH3:13])[C:7]2[N:8]=[CH:9][N:10]([CH3:11])[C:6]=2[CH:5]=1. The yield is 0.950. (9) The reactants are [Cl:1][C:2]1[CH:22]=[C:21]([Cl:23])[CH:20]=[CH:19][C:3]=1[CH2:4][N:5]1[C:9]([CH2:10][CH2:11][C:12]([OH:14])=O)=[CH:8][C:7]([O:15][CH:16]([CH3:18])[CH3:17])=[N:6]1.[CH:24]1([S:30]([NH2:33])(=[O:32])=[O:31])[CH2:29][CH2:28][CH2:27][CH2:26][CH2:25]1.N12CCCN=C1CCCCC2. The catalyst is O1CCCC1. The product is [CH:24]1([S:30]([NH:33][C:12](=[O:14])[CH2:11][CH2:10][C:9]2[N:5]([CH2:4][C:3]3[CH:19]=[CH:20][C:21]([Cl:23])=[CH:22][C:2]=3[Cl:1])[N:6]=[C:7]([O:15][CH:16]([CH3:18])[CH3:17])[CH:8]=2)(=[O:32])=[O:31])[CH2:29][CH2:28][CH2:27][CH2:26][CH2:25]1. The yield is 0.550. (10) The product is [CH3:25][C:15]1[CH:20]=[CH:19][C:18]([S:21]([O:13][CH2:12][C@@H:11]([O:10][CH2:9][O:8][CH2:1][C:2]2[CH:7]=[CH:6][CH:5]=[CH:4][CH:3]=2)[CH3:14])(=[O:23])=[O:22])=[CH:17][CH:16]=1. The reactants are [CH2:1]([O:8][CH2:9][O:10][C@@H:11]([CH3:14])[CH2:12][OH:13])[C:2]1[CH:7]=[CH:6][CH:5]=[CH:4][CH:3]=1.[C:15]1([CH3:25])[CH:20]=[CH:19][C:18]([S:21](Cl)(=[O:23])=[O:22])=[CH:17][CH:16]=1. The yield is 0.840. The catalyst is ClCCl.N1C=CC=CC=1.C(OCC)(=O)C.